Dataset: Full USPTO retrosynthesis dataset with 1.9M reactions from patents (1976-2016). Task: Predict the reactants needed to synthesize the given product. (1) Given the product [Cl:1][C:2]1[C:7]2[C@H:8]([CH2:14][CH3:15])[CH2:9][C:10](=[O:11])[NH:18][C:6]=2[N:5]=[CH:4][N:3]=1, predict the reactants needed to synthesize it. The reactants are: [Cl:1][C:2]1[C:7]([CH:8]([CH2:14][CH3:15])[CH2:9][C:10](OC)=[O:11])=[C:6](Cl)[N:5]=[CH:4][N:3]=1.[OH-].[NH4+:18]. (2) Given the product [Cl-:32].[C:1]([O:9][CH:10]([CH3:21])[CH2:11][N+:12]([CH2:30][CH3:31])([CH2:13][CH3:14])[CH:15]1[CH2:16][CH2:17][CH2:18][CH2:19][CH2:20]1)(=[O:8])[C:2]1[CH:7]=[CH:6][CH:5]=[CH:4][CH:3]=1, predict the reactants needed to synthesize it. The reactants are: [C:1]([O:9][CH:10]([CH3:21])[CH2:11][N:12]([CH:15]1[CH2:20][CH2:19][CH2:18][CH2:17][CH2:16]1)[CH2:13][CH3:14])(=[O:8])[C:2]1[CH:7]=[CH:6][CH:5]=[CH:4][CH:3]=1.O([CH2:30][CH3:31])S(C(F)(F)F)(=O)=O.[Cl-:32].FF. (3) Given the product [NH:12]([C:40]([O:42][CH2:43][CH:44]1[C:56]2[C:51](=[CH:52][CH:53]=[CH:54][CH:55]=2)[C:50]2[C:45]1=[CH:46][CH:47]=[CH:48][CH:49]=2)=[O:41])[C@H:13]([C:37]([NH:1][C@H:2]([C:9]([NH2:11])=[O:10])[CH2:3][O:4][C:5]([CH3:8])([CH3:6])[CH3:7])=[O:38])[CH2:14][C:15](=[O:36])[NH:16][C:17]([C:18]1[CH:23]=[CH:22][CH:21]=[CH:20][CH:19]=1)([C:30]1[CH:35]=[CH:34][CH:33]=[CH:32][CH:31]=1)[C:24]1[CH:25]=[CH:26][CH:27]=[CH:28][CH:29]=1, predict the reactants needed to synthesize it. The reactants are: [NH2:1][C@H:2]([C:9]([NH2:11])=[O:10])[CH2:3][O:4][C:5]([CH3:8])([CH3:7])[CH3:6].[NH:12]([C:40]([O:42][CH2:43][CH:44]1[C:56]2[C:51](=[CH:52][CH:53]=[CH:54][CH:55]=2)[C:50]2[C:45]1=[CH:46][CH:47]=[CH:48][CH:49]=2)=[O:41])[C@H:13]([C:37](O)=[O:38])[CH2:14][C:15](=[O:36])[NH:16][C:17]([C:30]1[CH:35]=[CH:34][CH:33]=[CH:32][CH:31]=1)([C:24]1[CH:29]=[CH:28][CH:27]=[CH:26][CH:25]=1)[C:18]1[CH:23]=[CH:22][CH:21]=[CH:20][CH:19]=1.C1CCC(N=C=NC2CCCCC2)CC1.C1C=CC2N(O)N=NC=2C=1. (4) Given the product [Br:1][C:2]1[CH:10]=[CH:9][C:5]2[N:6]([C:14]([C:15]3[CH:20]=[CH:19][CH:18]=[CH:17][CH:16]=3)([C:27]3[CH:28]=[CH:29][CH:30]=[CH:31][CH:32]=3)[C:21]3[CH:22]=[CH:23][CH:24]=[CH:25][CH:26]=3)[CH:7]=[N:8][C:4]=2[C:3]=1[Cl:11], predict the reactants needed to synthesize it. The reactants are: [Br:1][C:2]1[CH:10]=[CH:9][C:5]2[NH:6][CH:7]=[N:8][C:4]=2[C:3]=1[Cl:11].[H-].[Na+].[C:14](Cl)([C:27]1[CH:32]=[CH:31][CH:30]=[CH:29][CH:28]=1)([C:21]1[CH:26]=[CH:25][CH:24]=[CH:23][CH:22]=1)[C:15]1[CH:20]=[CH:19][CH:18]=[CH:17][CH:16]=1.